Regression. Given a peptide amino acid sequence and an MHC pseudo amino acid sequence, predict their binding affinity value. This is MHC class I binding data. From a dataset of Peptide-MHC class I binding affinity with 185,985 pairs from IEDB/IMGT. (1) The peptide sequence is YMFESKSMK. The MHC is HLA-A02:19 with pseudo-sequence HLA-A02:19. The binding affinity (normalized) is 0.0847. (2) The peptide sequence is FSVQRNLPF. The MHC is HLA-B27:05 with pseudo-sequence HLA-B27:05. The binding affinity (normalized) is 0.0847.